The task is: Predict which catalyst facilitates the given reaction.. This data is from Catalyst prediction with 721,799 reactions and 888 catalyst types from USPTO. (1) Reactant: [C:1]([CH2:3][C:4]([N:6]([CH2:15][CH2:16][C:17]([O:19]CC)=O)[C:7]1[CH:12]=[CH:11][C:10]([Cl:13])=[C:9]([Cl:14])[CH:8]=1)=[O:5])#[N:2].N1(C2CCCCCCCCCC2)CCCN=CCCCCC1. Product: [Cl:14][C:9]1[CH:8]=[C:7]([N:6]2[CH2:15][CH2:16][C:17]([OH:19])=[C:3]([C:1]#[N:2])[C:4]2=[O:5])[CH:12]=[CH:11][C:10]=1[Cl:13]. The catalyst class is: 5. (2) Reactant: [NH2:1][C:2]1[N:10]=[CH:9][C:8]([Cl:11])=[CH:7][C:3]=1[C:4]([NH2:6])=[O:5].[Br:12][C:13]1[CH:18]=[C:17]([CH2:19]Br)[CH:16]=[CH:15][C:14]=1[S:21]([CH3:24])(=[O:23])=[O:22].C(OCC)(=O)C. Product: [ClH:11].[Br:12][C:13]1[CH:18]=[C:17]([CH:16]=[CH:15][C:14]=1[S:21]([CH3:24])(=[O:23])=[O:22])[CH2:19][N:10]1[CH:9]=[C:8]([Cl:11])[CH:7]=[C:3]([C:4]([NH2:6])=[O:5])[C:2]1=[NH:1]. The catalyst class is: 3. (3) Reactant: [C:1]([C:4]1[S:8][C:7]([CH2:9][C:10]([O:12][CH2:13][CH3:14])=[O:11])=[CH:6][CH:5]=1)(=O)[CH3:2].C([SiH](CC)CC)C. Product: [CH2:1]([C:4]1[S:8][C:7]([CH2:9][C:10]([O:12][CH2:13][CH3:14])=[O:11])=[CH:6][CH:5]=1)[CH3:2]. The catalyst class is: 55. (4) Reactant: [CH2:1]([O:8][CH2:9][CH2:10][CH2:11][CH2:12][C@H:13]([NH:17][C:18]([O:20][CH2:21][CH:22]1[C:34]2[CH:33]=[CH:32][CH:31]=[CH:30][C:29]=2[C:28]2[C:23]1=[CH:24][CH:25]=[CH:26][CH:27]=2)=[O:19])[C:14](O)=[O:15])[C:2]1[CH:7]=[CH:6][CH:5]=[CH:4][CH:3]=1.[CH2:35]([O:37][C:38]([N:40]1[CH2:45][CH2:44][NH:43][CH2:42][CH2:41]1)=[O:39])[CH3:36].C(N1CCOCC1)C.[B-](F)(F)(F)F.CCOC(C(C#N)=NOC(N(C)C)=[N+](C)C)=O. Product: [CH2:35]([O:37][C:38]([N:40]1[CH2:41][CH2:42][N:43]([C:14](=[O:15])[C@@H:13]([NH:17][C:18]([O:20][CH2:21][CH:22]2[C:23]3[CH:24]=[CH:25][CH:26]=[CH:27][C:28]=3[C:29]3[C:34]2=[CH:33][CH:32]=[CH:31][CH:30]=3)=[O:19])[CH2:12][CH2:11][CH2:10][CH2:9][O:8][CH2:1][C:2]2[CH:7]=[CH:6][CH:5]=[CH:4][CH:3]=2)[CH2:44][CH2:45]1)=[O:39])[CH3:36]. The catalyst class is: 39. (5) Reactant: [F:1][C:2]1[CH:7]=[CH:6][CH:5]=[C:4]([F:8])[C:3]=1[NH:9][C:10](=[O:35])[NH:11][C:12]1[CH:17]=[CH:16][C:15]([C:18]2[CH:22]=[C:21]([C:23]([NH:25][CH:26]([CH:31]([CH3:33])[CH3:32])[C:27]([O:29]C)=[O:28])=[O:24])[O:20][N:19]=2)=[CH:14][C:13]=1[CH3:34].[Li+].[OH-].Cl. Product: [F:8][C:4]1[CH:5]=[CH:6][CH:7]=[C:2]([F:1])[C:3]=1[NH:9][C:10](=[O:35])[NH:11][C:12]1[CH:17]=[CH:16][C:15]([C:18]2[CH:22]=[C:21]([C:23]([NH:25][CH:26]([CH:31]([CH3:32])[CH3:33])[C:27]([OH:29])=[O:28])=[O:24])[O:20][N:19]=2)=[CH:14][C:13]=1[CH3:34]. The catalyst class is: 20. (6) Reactant: [CH:1]1([C:4]2[N:9]=[C:8]([N:10]3[CH2:15][CH2:14][N:13]([CH2:16][CH2:17][CH2:18][CH:19]=[CH:20][C:21]4[N:30]=[C:29]5[C:24]([CH2:25][CH2:26][C:27](=[O:31])[NH:28]5)=[CH:23][CH:22]=4)[CH2:12][CH2:11]3)[CH:7]=[CH:6][CH:5]=2)[CH2:3][CH2:2]1. Product: [CH:1]1([C:4]2[N:9]=[C:8]([N:10]3[CH2:15][CH2:14][N:13]([CH2:16][CH2:17][CH2:18][CH2:19][CH2:20][C:21]4[N:30]=[C:29]5[C:24]([CH2:25][CH2:26][C:27](=[O:31])[NH:28]5)=[CH:23][CH:22]=4)[CH2:12][CH2:11]3)[CH:7]=[CH:6][CH:5]=2)[CH2:2][CH2:3]1. The catalyst class is: 123.